Dataset: Forward reaction prediction with 1.9M reactions from USPTO patents (1976-2016). Task: Predict the product of the given reaction. (1) The product is: [Cl:1][C:2]1[C:3]([CH2:4][OH:5])=[C:6]([N:10]2[CH:19]=[CH:18][C:17]3[C:12](=[C:13]([F:23])[CH:14]=[C:15]([CH:20]4[CH2:22][CH2:21]4)[CH:16]=3)[C:11]2=[O:24])[CH:7]=[CH:8][CH:9]=1. Given the reactants [Cl:1][C:2]1[CH:9]=[CH:8][CH:7]=[C:6]([N:10]2[CH:19]=[CH:18][C:17]3[C:12](=[C:13]([F:23])[CH:14]=[C:15]([CH:20]4[CH2:22][CH2:21]4)[CH:16]=3)[C:11]2=[O:24])[C:3]=1[CH:4]=[O:5].[Li+].[B-](CC)(CC)CC, predict the reaction product. (2) Given the reactants [CH3:1][C:2]1[N:7]=[CH:6][C:5]([OH:8])=[CH:4][CH:3]=1.C([Li])CCC.[CH3:14][C:15]([CH3:17])=[O:16], predict the reaction product. The product is: [OH:16][C:15]([CH3:17])([CH3:14])[CH2:1][C:2]1[N:7]=[CH:6][C:5]([OH:8])=[CH:4][CH:3]=1. (3) Given the reactants [CH2:1]([O:3][CH:4]([O:8][CH2:9][CH3:10])[C:5](=[S:7])[NH2:6])[CH3:2].C([CH:13](Br)[C:14](=O)[C:15]([O-:17])=[O:16])C.[CH2:20](O)[CH3:21], predict the reaction product. The product is: [CH2:1]([O:3][CH:4]([O:8][CH2:9][CH3:10])[C:5]1[S:7][CH:13]=[C:14]([C:15]([O:17][CH2:20][CH3:21])=[O:16])[N:6]=1)[CH3:2].